Dataset: Reaction yield outcomes from USPTO patents with 853,638 reactions. Task: Predict the reaction yield, written as a fraction of the theoretical maximum amount of product (1.0 means a 100% yield; for example, 0.34 means a 34% yield). (1) The reactants are [ClH:1].[NH2:2][C:3]1[N:8]=[CH:7][C:6](/[CH:9]=[CH:10]/[C:11]([OH:13])=O)=[CH:5][C:4]=1[CH2:14][N:15]1[CH2:20][CH2:19][N:18]([CH3:21])[CH2:17][CH2:16]1.Cl.[CH3:23][N:24]1[CH2:30][C:29]2[CH:31]=[C:32](/[CH:35]=[CH:36]/[C:37](O)=O)C=N[C:28]=2[NH:27][C:26](=O)[CH2:25]1.CNCC1N(C)C2C(C=1)=CC=CC=2.CNCC1C=CC2C(=CC=CC=2)C=1CCC. No catalyst specified. The product is [ClH:1].[NH2:2][C:3]1[N:8]=[CH:7][C:6](/[CH:9]=[CH:10]/[C:11]([N:27]([CH3:28])[CH2:26][C:25]2[N:24]([CH3:23])[C:30]3[C:36]([CH:37]=2)=[CH:35][CH:32]=[CH:31][CH:29]=3)=[O:13])=[CH:5][C:4]=1[CH2:14][N:15]1[CH2:20][CH2:19][N:18]([CH3:21])[CH2:17][CH2:16]1. The yield is 0.140. (2) The reactants are [CH3:1][N:2]([CH3:32])[C:3]([C:5]1[N:26]([CH:27]2[CH2:31][CH2:30][CH2:29][CH2:28]2)[C:8]2[N:9]=[C:10]([NH:13][C:14]3[CH:19]=[CH:18][C:17]([N:20]4[CH2:25][CH2:24][NH:23][CH2:22][CH2:21]4)=[CH:16][N:15]=3)[N:11]=[CH:12][C:7]=2[CH:6]=1)=[O:4].Br[CH2:34][CH2:35][O:36][CH:37]([CH3:39])[CH3:38]. No catalyst specified. The product is [CH3:1][N:2]([CH3:32])[C:3]([C:5]1[N:26]([CH:27]2[CH2:31][CH2:30][CH2:29][CH2:28]2)[C:8]2[N:9]=[C:10]([NH:13][C:14]3[CH:19]=[CH:18][C:17]([N:20]4[CH2:21][CH2:22][N:23]([CH2:34][CH2:35][O:36][CH:37]([CH3:39])[CH3:38])[CH2:24][CH2:25]4)=[CH:16][N:15]=3)[N:11]=[CH:12][C:7]=2[CH:6]=1)=[O:4]. The yield is 0.860. (3) The reactants are [F:1][C:2]([F:22])([F:21])[CH:3]([C:5]1[CH:10]=[CH:9][C:8]([O:11][C:12]2[CH:17]=[CH:16][CH:15]=[C:14]([F:18])[N:13]=2)=[C:7]([O:19][CH3:20])[CH:6]=1)O.CCN(S(F)(F)[F:29])CC. The catalyst is ClCCl. The product is [F:18][C:14]1[CH:15]=[CH:16][CH:17]=[C:12]([O:11][C:8]2[CH:9]=[CH:10][C:5]([CH:3]([F:29])[C:2]([F:22])([F:21])[F:1])=[CH:6][C:7]=2[O:19][CH3:20])[N:13]=1. The yield is 0.370.